Task: Predict the reactants needed to synthesize the given product.. Dataset: Full USPTO retrosynthesis dataset with 1.9M reactions from patents (1976-2016) (1) Given the product [C:1]([O:5][C:6]([N:8]([CH2:10][C:11]1[CH:16]=[C:15]([NH:17][C:18]([O:20][C:21]([CH3:22])([CH3:23])[CH3:24])=[O:19])[CH:14]=[CH:13][C:12]=1[C:25](=[CH2:31])[C:26]([O:28][CH2:29][CH3:30])=[O:27])[CH3:9])=[O:7])([CH3:4])([CH3:2])[CH3:3], predict the reactants needed to synthesize it. The reactants are: [C:1]([O:5][C:6]([N:8]([CH2:10][C:11]1[CH:16]=[C:15]([NH:17][C:18]([O:20][C:21]([CH3:24])([CH3:23])[CH3:22])=[O:19])[CH:14]=[CH:13][C:12]=1[CH2:25][C:26]([O:28][CH2:29][CH3:30])=[O:27])[CH3:9])=[O:7])([CH3:4])([CH3:3])[CH3:2].[C:31](=O)([O-])[O-].[K+].[K+].C=O.C(N(CCOCCOC)CCOCCOC)COCCOC. (2) Given the product [NH2:5][CH2:4][CH2:3][CH:2]([OH:1])[CH2:16][O:17][C:18]1[CH:23]=[C:22]([N+:24]([O-:26])=[O:25])[CH:21]=[CH:20][C:19]=1[N:27]1[CH:31]=[N:30][C:29]([CH3:32])=[N:28]1, predict the reactants needed to synthesize it. The reactants are: [OH:1][CH:2]([CH2:16][O:17][C:18]1[CH:23]=[C:22]([N+:24]([O-:26])=[O:25])[CH:21]=[CH:20][C:19]=1[N:27]1[CH:31]=[N:30][C:29]([CH3:32])=[N:28]1)[CH2:3][CH2:4][N:5]1C(=O)C2C(=CC=CC=2)C1=O.NN. (3) Given the product [F:11][C:12]([F:19])([F:18])[CH:13]([CH2:14][O:15][CH3:16])[O:17][C:2]1[CH:7]=[CH:6][C:5]([NH2:8])=[CH:4][CH:3]=1, predict the reactants needed to synthesize it. The reactants are: F[C:2]1[CH:7]=[CH:6][C:5]([N+:8]([O-])=O)=[CH:4][CH:3]=1.[F:11][C:12]([F:19])([F:18])[CH:13]([OH:17])[CH2:14][O:15][CH3:16].